Dataset: Tox21: 12 toxicity assays (nuclear receptors and stress response pathways). Task: Binary classification across 12 toxicity assays. (1) The molecule is CN1C(C(=O)Nc2ccccn2)=C(O)c2ccccc2S1(=O)=O. It tested positive (active) for: NR-AhR (Aryl hydrocarbon Receptor agonist activity), and SR-MMP (Mitochondrial Membrane Potential disruption). (2) The compound is C=C(Cl)CSC(=S)N(CC)CC. It tested positive (active) for: SR-ARE (Antioxidant Response Element (oxidative stress)). (3) The drug is CN(Cc1cnc2nc(N)nc(N)c2n1)c1ccc(C(=O)N[C@@H](CCC(=O)O)C(=O)O)cc1. It tested positive (active) for: SR-p53 (p53 tumor suppressor activation). (4) The compound is CC(C)Oc1cccc(NC(=O)c2ccccc2C(F)(F)F)c1. It tested positive (active) for: NR-AhR (Aryl hydrocarbon Receptor agonist activity).